This data is from Microsomal clearance measurements from AstraZeneca. The task is: Regression/Classification. Given a drug SMILES string, predict its absorption, distribution, metabolism, or excretion properties. Task type varies by dataset: regression for continuous measurements (e.g., permeability, clearance, half-life) or binary classification for categorical outcomes (e.g., BBB penetration, CYP inhibition). For this dataset (clearance_microsome_az), we predict log10(clearance) (log10 of the in vitro intrinsic clearance, CLint, in uL/min per mg of human liver microsomal protein, equivalently mL/min/g; values are censored to the assay range of 3 to 150, which is 0.477 to 2.18 on this log10 scale). The molecule is O=C(O)c1ccc(CN2CCC(CN3CCC(Oc4ccc(Cl)c(Cl)c4)CC3)CC2)cc1. The log10(clearance) is 0.480.